From a dataset of Forward reaction prediction with 1.9M reactions from USPTO patents (1976-2016). Predict the product of the given reaction. (1) Given the reactants [NH:1]1[CH2:11][CH2:10][CH2:9][CH:3]([C:4]([O:6][CH2:7][CH3:8])=[O:5])[CH2:2]1.C([O-])([O-])=O.[K+].[K+].CN(C=O)C.[CH3:23][O:24][C:25]1[CH:32]=[CH:31][C:28]([CH2:29]Cl)=[CH:27][CH:26]=1, predict the reaction product. The product is: [CH2:7]([O:6][C:4]([CH:3]1[CH2:9][CH2:10][CH2:11][N:1]([CH2:29][C:28]2[CH:31]=[CH:32][C:25]([O:24][CH3:23])=[CH:26][CH:27]=2)[CH2:2]1)=[O:5])[CH3:8]. (2) The product is: [F:34][C:32]1[CH:33]=[C:28]([CH:29]=[C:30]([F:35])[CH:31]=1)[CH2:27][O:26][C:24]1[CH:25]=[C:20]([C@H:15]([CH2:16][CH:17]([CH3:19])[CH3:18])[C:14]([OH:46])=[O:52])[CH:21]=[C:22]([C:36]2[CH:41]=[CH:40][C:39]([C:42]([F:44])([F:43])[F:45])=[CH:38][CH:37]=2)[CH:23]=1. Given the reactants C(C1COC(=O)N1[C:14](=[O:46])[CH:15]([C:20]1[CH:21]=[C:22]([C:36]2[CH:41]=[CH:40][C:39]([C:42]([F:45])([F:44])[F:43])=[CH:38][CH:37]=2)[CH:23]=[C:24]([O:26][CH2:27][C:28]2[CH:33]=[C:32]([F:34])[CH:31]=[C:30]([F:35])[CH:29]=2)[CH:25]=1)[CH2:16][CH:17]([CH3:19])[CH3:18])C1C=CC=CC=1.O[Li].O.OO.[O-:52]S([O-])=O.[Na+].[Na+], predict the reaction product. (3) Given the reactants [F:1][C:2]([F:7])([F:6])[C:3]([OH:5])=[O:4].[NH2:8][C@@H:9]1[CH2:13][CH2:12][N:11]([C:14]2[N:22]=[C:21]3[C:17]([N:18]=[CH:19][N:20]3[C@@H:23]3[CH2:27][C@H:26]([NH:28][C:29](=[O:32])[CH2:30][CH3:31])[C@@H:25]([OH:33])[C@H:24]3[OH:34])=[C:16]([NH:35]C(CC)CC)[N:15]=2)[CH2:10]1.FC(F)(F)C(O)=O.ClC1N=C2C(N=CN2[C@@H]2C[C@H](NC(=O)CC)[C@@H](O)[C@H]2O)=C(N[CH2:71][C:72]2[C:81]3[C:76](=[CH:77][CH:78]=[CH:79][CH:80]=3)[CH:75]=[CH:74][CH:73]=2)N=1, predict the reaction product. The product is: [F:1][C:2]([F:7])([F:6])[C:3]([OH:5])=[O:4].[NH2:8][C@@H:9]1[CH2:13][CH2:12][N:11]([C:14]2[N:22]=[C:21]3[C:17]([N:18]=[CH:19][N:20]3[C@@H:23]3[CH2:27][C@H:26]([NH:28][C:29](=[O:32])[CH2:30][CH3:31])[C@@H:25]([OH:33])[C@H:24]3[OH:34])=[C:16]([NH:35][CH2:71][C:72]3[C:81]4[C:76](=[CH:77][CH:78]=[CH:79][CH:80]=4)[CH:75]=[CH:74][CH:73]=3)[N:15]=2)[CH2:10]1. (4) Given the reactants Cl.[NH2:2][C:3]1[CH:4]=[CH:5][C:6]([CH3:21])=[C:7]([NH:9][C:10]([C:12]2[S:20][C:15]3=[N:16][CH:17]=[CH:18][N:19]=[C:14]3[CH:13]=2)=[O:11])[CH:8]=1.C[Al](C)C.[S:26]1[CH:30]=[CH:29][C:28]([C:31]2[CH:32]=[C:33]([CH:38]=[CH:39][CH:40]=2)[C:34](OC)=[O:35])=[CH:27]1, predict the reaction product. The product is: [CH3:21][C:6]1[CH:5]=[CH:4][C:3]([NH:2][C:34](=[O:35])[C:33]2[CH:38]=[CH:39][CH:40]=[C:31]([C:28]3[CH:29]=[CH:30][S:26][CH:27]=3)[CH:32]=2)=[CH:8][C:7]=1[NH:9][C:10]([C:12]1[S:20][C:15]2=[N:16][CH:17]=[CH:18][N:19]=[C:14]2[CH:13]=1)=[O:11]. (5) Given the reactants [C:1]([O:5][C:6]([N:8]1[CH2:13][CH2:12][N:11]([C:14]2[C:19]([CH:20]3[CH2:22][CH2:21]3)=[C:18]([N:23]=C(C3C=CC=CC=3)C3C=CC=CC=3)[N:17]=[CH:16][N:15]=2)[CH2:10][CH2:9]1)=[O:7])([CH3:4])([CH3:3])[CH3:2].Cl.NO.CC([O-])=O.[Na+], predict the reaction product. The product is: [C:1]([O:5][C:6]([N:8]1[CH2:13][CH2:12][N:11]([C:14]2[C:19]([CH:20]3[CH2:22][CH2:21]3)=[C:18]([NH2:23])[N:17]=[CH:16][N:15]=2)[CH2:10][CH2:9]1)=[O:7])([CH3:4])([CH3:2])[CH3:3]. (6) Given the reactants Br[C:2]1[CH:3]=[C:4]([C:8]2[N:13]=[C:12]([C:14]([F:17])([F:16])[F:15])[CH:11]=[C:10]([C:18]3[CH:23]=[CH:22][C:21]([C:24]([F:27])([F:26])[F:25])=[CH:20][CH:19]=3)[N:9]=2)[CH:5]=[CH:6][CH:7]=1.[N:28]1[CH:33]=[CH:32][CH:31]=[C:30](B(O)O)[CH:29]=1, predict the reaction product. The product is: [N:28]1[CH:33]=[CH:32][CH:31]=[C:30]([C:2]2[CH:3]=[C:4]([C:8]3[N:13]=[C:12]([C:14]([F:16])([F:15])[F:17])[CH:11]=[C:10]([C:18]4[CH:19]=[CH:20][C:21]([C:24]([F:25])([F:26])[F:27])=[CH:22][CH:23]=4)[N:9]=3)[CH:5]=[CH:6][CH:7]=2)[CH:29]=1.